From a dataset of Forward reaction prediction with 1.9M reactions from USPTO patents (1976-2016). Predict the product of the given reaction. (1) Given the reactants [CH2:1]([C:8]1([C:17]#[C:18][Si:19]([CH3:22])([CH3:21])[CH3:20])[CH2:13][C:12](=[CH:14]O)[C:11](=[O:16])[CH:10]=[CH:9]1)[C:2]1[CH:7]=[CH:6][CH:5]=[CH:4][CH:3]=1.Cl.[NH2:24]O, predict the reaction product. The product is: [CH2:1]([C:8]1([C:17]#[C:18][Si:19]([CH3:22])([CH3:21])[CH3:20])[CH2:13][C:12]2[CH:14]=[N:24][O:16][C:11]=2[CH:10]=[CH:9]1)[C:2]1[CH:7]=[CH:6][CH:5]=[CH:4][CH:3]=1. (2) The product is: [O:15]1[C@@H:5]([C:16]([O:18][CH2:16][CH2:5][CH2:6][CH3:7])=[O:17])[C@H:6]([C:7]([O:9][CH2:24][CH2:23][CH2:22][CH3:21])=[O:8])[O:10][S:25]1=[O:26]. Given the reactants C([C@@:5]([C:16]([O-:18])=[O:17])([OH:15])[C@@:6](CCCC)([OH:10])[C:7]([O-:9])=[O:8])CCC.N1[CH:24]=[CH:23][CH:22]=[CH:21]C=1.[S:25](Cl)(Cl)=[O:26], predict the reaction product.